Dataset: Catalyst prediction with 721,799 reactions and 888 catalyst types from USPTO. Task: Predict which catalyst facilitates the given reaction. (1) Reactant: [CH3:1][N:2]1[CH:6]([C:7]([OH:9])=O)[CH2:5][N:4]([C:10]2[CH:11]=[N:12][CH:13]=[N:14][CH:15]=2)[C:3]1=[O:16].C(N1CCOCC1)C.O.ON1C2C=CC=CC=2N=N1.Cl.C(N=C=NCCCN(C)C)C.[Cl:48][C:49]1[C:54]([C:55]([F:58])([F:57])[F:56])=[CH:53][CH:52]=[CH:51][C:50]=1[CH2:59][NH2:60]. Product: [Cl:48][C:49]1[C:54]([C:55]([F:57])([F:58])[F:56])=[CH:53][CH:52]=[CH:51][C:50]=1[CH2:59][NH:60][C:7]([CH:6]1[CH2:5][N:4]([C:10]2[CH:11]=[N:12][CH:13]=[N:14][CH:15]=2)[C:3](=[O:16])[N:2]1[CH3:1])=[O:9]. The catalyst class is: 4. (2) Reactant: ClC1C=CC=[C:4]([C:8](OO)=O)[CH:3]=1.[CH:12]1([O:17][CH:18]([C:30]2[CH:35]=[CH:34][C:33](SC3CC3)=[CH:32][CH:31]=2)[C:19]2[NH:24][C:23](=[O:25])[C:22]([C:26]([F:29])([F:28])[F:27])=[CH:21][CH:20]=2)[CH2:16][CH2:15][CH2:14][CH2:13]1.[S:40]([O-:44])([O-])(=[O:42])=S.[Na+].[Na+].[C:47](=[O:50])(O)[O-:48].[Na+]. Product: [F:27][C:26]([F:29])([F:28])[C:47]([OH:48])=[O:50].[CH:12]1([O:17][CH:18]([C:30]2[CH:31]=[CH:32][C:33]([S:40]([CH:8]3[CH2:4][CH2:3]3)(=[O:44])=[O:42])=[CH:34][CH:35]=2)[C:19]2[NH:24][C:23](=[O:25])[C:22]([C:26]([F:29])([F:27])[F:28])=[CH:21][CH:20]=2)[CH2:16][CH2:15][CH2:14][CH2:13]1. The catalyst class is: 22. (3) Reactant: COC=CC#N.C[O-].[Na+].C(OCC)=O.[Na:15].[CH2:16]([O:18][CH:19]([O:25][CH2:26]C)[C:20](=[CH:23][OH:24])[C:21]#[N:22])[CH3:17]. The catalyst class is: 7. Product: [CH2:16]([O:18][CH:19]([O:25][CH3:26])[C:20](=[CH:23][OH:24])[C:21]#[N:22])[CH3:17].[Na:15].[CH3:16][O:18][CH:19]([O:25][CH3:26])[C:20](=[CH:23][OH:24])[C:21]#[N:22]. (4) Reactant: Br[C:2]1[CH:7]=[C:6]([CH2:8][CH3:9])[CH:5]=[CH:4][N:3]=1.CC1(C)C2C(=C(P(C3C=CC=CC=3)C3C=CC=CC=3)C=CC=2)OC2C(P(C3C=CC=CC=3)C3C=CC=CC=3)=CC=CC1=2.C(=O)([O-])[O-].[K+].[K+].[NH2:58][C:59]1[CH:60]=[C:61]([C:66]2[N:67]=[N:68][N:69]([CH:71]([C:73]3[CH:82]=[CH:81][C:76]([C:77]([O:79]C)=[O:78])=[CH:75][CH:74]=3)[CH3:72])[CH:70]=2)[CH:62]=[C:63]([CH3:65])[CH:64]=1.[OH-].[K+]. Product: [CH2:8]([C:6]1[CH:5]=[CH:4][N:3]=[C:2]([NH:58][C:59]2[CH:60]=[C:61]([C:66]3[N:67]=[N:68][N:69]([CH:71]([C:73]4[CH:82]=[CH:81][C:76]([C:77]([OH:79])=[O:78])=[CH:75][CH:74]=4)[CH3:72])[CH:70]=3)[CH:62]=[C:63]([CH3:65])[CH:64]=2)[CH:7]=1)[CH3:9]. The catalyst class is: 62. (5) Reactant: Cl[CH2:2][C:3]1[S:7][C:6]([C:8]2[NH:9][C:10]3[C:15]([CH:16]=2)=[CH:14][CH:13]=[CH:12][C:11]=3[N:17]([CH2:26][CH2:27][O:28][CH2:29][CH3:30])[S:18]([C:21]2[S:22][CH:23]=[CH:24][CH:25]=2)(=[O:20])=[O:19])=[N:5][CH:4]=1.C(N(CC)CC)C.[SH:38][CH2:39][CH2:40][OH:41]. Product: [CH2:29]([O:28][CH2:27][CH2:26][N:17]([C:11]1[CH:12]=[CH:13][CH:14]=[C:15]2[C:10]=1[NH:9][C:8]([C:6]1[S:7][C:3]([CH2:2][S:38][CH2:39][CH2:40][OH:41])=[CH:4][N:5]=1)=[CH:16]2)[S:18]([C:21]1[S:22][CH:23]=[CH:24][CH:25]=1)(=[O:19])=[O:20])[CH3:30]. The catalyst class is: 35. (6) Reactant: [OH:1][C:2]1[C:11]2[C:6](=[CH:7][CH:8]=[CH:9][CH:10]=2)[CH:5]=[CH:4][C:3]=1[C:12]1[S:13][C:14]2[CH:20]=[CH:19][CH:18]=[CH:17][C:15]=2[N:16]=1.[C:21]1([B:27](O[B:27]([C:21]2[CH:22]=[CH:23][CH:24]=[CH:25][CH:26]=2)[C:28]2[CH:29]=[CH:30][CH:31]=[CH:32][CH:33]=2)[C:28]2[CH:33]=[CH:32][CH:31]=[CH:30][CH:29]=2)[CH:26]=[CH:25][CH:24]=[CH:23][CH:22]=1. Product: [C:28]1([B:27]([C:21]2[CH:22]=[CH:23][CH:24]=[CH:25][CH:26]=2)[O:1][C:2]2[CH:11]=[CH:10][C:9]3[C:4](=[CH:5][CH:6]=[CH:7][CH:8]=3)[C:3]=2[C:12]2[S:13][C:14]3[CH:20]=[CH:19][CH:18]=[CH:17][C:15]=3[N:16]=2)[CH:29]=[CH:30][CH:31]=[CH:32][CH:33]=1. The catalyst class is: 7. (7) The catalyst class is: 6. Product: [C:4]([C:6]1[CH:7]=[C:8]([CH:19]=[CH:20][CH:21]=1)[O:9][C:10]1[CH:11]=[CH:12][C:13]([N+:16]([O-:18])=[O:17])=[CH:14][CH:15]=1)([OH:5])=[O:3]. Reactant: C([O:3][C:4]([C:6]1[CH:7]=[C:8]([CH:19]=[CH:20][CH:21]=1)[O:9][C:10]1[CH:15]=[CH:14][C:13]([N+:16]([O-:18])=[O:17])=[CH:12][CH:11]=1)=[O:5])C.O[Li].O.